This data is from Catalyst prediction with 721,799 reactions and 888 catalyst types from USPTO. The task is: Predict which catalyst facilitates the given reaction. (1) Reactant: [CH3:1][C:2]1[CH:11]=[CH:10][C:9]2[C:4](=[CH:5][CH:6]=[C:7]3[O:15][CH2:14][CH:13]([CH2:16][OH:17])[O:12][C:8]3=2)[N:3]=1.[S:18](Cl)([C:21]1[CH:27]=[CH:26][C:24]([CH3:25])=[CH:23][CH:22]=1)(=[O:20])=[O:19].C(N(CC)CC)C.C(Cl)(Cl)Cl. Product: [CH3:25][C:24]1[CH:26]=[CH:27][C:21]([S:18]([O:17][CH2:16][CH:13]2[O:12][C:8]3=[C:9]4[C:4](=[CH:5][CH:6]=[C:7]3[O:15][CH2:14]2)[N:3]=[C:2]([CH3:1])[CH:11]=[CH:10]4)(=[O:20])=[O:19])=[CH:22][CH:23]=1. The catalyst class is: 34. (2) Reactant: Br[CH2:2][CH2:3][CH2:4][C:5]([CH3:14])([C:8]1[CH:13]=[CH:12][CH:11]=[CH:10][CH:9]=1)[CH2:6][OH:7].[C:15]1(=[O:25])[NH:19][C:18](=[O:20])[C:17]2=[CH:21][CH:22]=[CH:23][CH:24]=[C:16]12.[K]. Product: [CH3:14][C:5]([C:8]1[CH:13]=[CH:12][CH:11]=[CH:10][CH:9]=1)([CH2:4][CH2:3][CH2:2][N:19]1[C:18](=[O:20])[C:17]2=[CH:21][CH:22]=[CH:23][CH:24]=[C:16]2[C:15]1=[O:25])[CH2:6][OH:7]. The catalyst class is: 3.